From a dataset of Forward reaction prediction with 1.9M reactions from USPTO patents (1976-2016). Predict the product of the given reaction. (1) Given the reactants [C:1]([C:3]1[CH:4]=[C:5]([OH:9])[CH:6]=[CH:7][CH:8]=1)#[N:2].[H-].[Na+].[C:12]1([C:18]2[CH:25]=[CH:24][C:21]([CH2:22]Cl)=[CH:20][CH:19]=2)[CH:17]=[CH:16][CH:15]=[CH:14][CH:13]=1.C(=O)([O-])[O-].[Na+].[Na+], predict the reaction product. The product is: [C:18]1([C:12]2[CH:13]=[CH:14][CH:15]=[CH:16][CH:17]=2)[CH:19]=[CH:20][C:21]([CH2:22][O:9][C:5]2[CH:4]=[C:3]([CH:8]=[CH:7][CH:6]=2)[C:1]#[N:2])=[CH:24][CH:25]=1. (2) Given the reactants [CH3:1][S:2](Cl)(=[O:4])=[O:3].[NH2:6][C:7]1[CH:12]=[CH:11][CH:10]=[CH:9][C:8]=1[N:13]1[C:43]([CH2:44][CH2:45][CH3:46])=[C:16]2[N:17]=[C:18]([C:22]3[CH:27]=[C:26]([S:28]([N:31]4[CH2:36][CH2:35][N:34]([CH2:37][CH3:38])[CH2:33][CH2:32]4)(=[O:30])=[O:29])[CH:25]=[CH:24][C:23]=3[O:39][CH2:40][CH2:41][CH3:42])[NH:19][C:20](=[O:21])[C:15]2=[N:14]1, predict the reaction product. The product is: [CH2:37]([N:34]1[CH2:35][CH2:36][N:31]([S:28]([C:26]2[CH:25]=[CH:24][C:23]([O:39][CH2:40][CH2:41][CH3:42])=[C:22]([C:18]3[NH:19][C:20](=[O:21])[C:15]4[C:16](=[C:43]([CH2:44][CH2:45][CH3:46])[N:13]([C:8]5[CH:9]=[CH:10][CH:11]=[CH:12][C:7]=5[NH:6][S:2]([CH3:1])(=[O:4])=[O:3])[N:14]=4)[N:17]=3)[CH:27]=2)(=[O:30])=[O:29])[CH2:32][CH2:33]1)[CH3:38].